Dataset: Catalyst prediction with 721,799 reactions and 888 catalyst types from USPTO. Task: Predict which catalyst facilitates the given reaction. (1) Reactant: [C:1]([O:5][C:6]([N:8]1[CH2:13][CH2:12][CH:11]([NH:14][C:15]2[CH:20]=[CH:19][C:18]([Cl:21])=[CH:17][C:16]=2[CH2:22][CH2:23][C:24](O)=[O:25])[CH2:10][CH2:9]1)=[O:7])([CH3:4])([CH3:3])[CH3:2].C(Cl)CCl. Product: [C:1]([O:5][C:6]([N:8]1[CH2:13][CH2:12][CH:11]([N:14]2[C:15]3[C:16](=[CH:17][C:18]([Cl:21])=[CH:19][CH:20]=3)[CH2:22][CH2:23][C:24]2=[O:25])[CH2:10][CH2:9]1)=[O:7])([CH3:4])([CH3:3])[CH3:2]. The catalyst class is: 2. (2) Reactant: Cl[C:2]1[C:3]2[C:4](=[CH:16][N:17](CC3C=CC(OC)=CC=3)[N:18]=2)[N:5]=[C:6]([C:8]2[CH:13]=[CH:12][C:11]([F:14])=[C:10]([F:15])[CH:9]=2)[N:7]=1.[O:28]1[CH2:33][CH2:32][N:31]([C:34]2[CH:40]=[CH:39][C:37]([NH2:38])=[CH:36][CH:35]=2)[CH2:30][CH2:29]1.Cl. Product: [F:15][C:10]1[CH:9]=[C:8]([C:6]2[N:7]=[C:2]([NH:38][C:37]3[CH:36]=[CH:35][C:34]([N:31]4[CH2:32][CH2:33][O:28][CH2:29][CH2:30]4)=[CH:40][CH:39]=3)[C:3]3[NH:18][N:17]=[CH:16][C:4]=3[N:5]=2)[CH:13]=[CH:12][C:11]=1[F:14]. The catalyst class is: 71. (3) Reactant: Cl[C:2]1[CH:31]=[N:30][C:5]2[S:6](=[O:29])(=[O:28])[CH2:7][CH2:8][N:9]([C:10]3[C:19]4[C:14](=[CH:15][CH:16]=[CH:17][C:18]=4[F:20])[N:13]=[C:12]([C:21]4[CH:26]=[CH:25][CH:24]=[CH:23][N:22]=4)[C:11]=3[CH3:27])[C:4]=2[CH:3]=1.CC(C1C=C(C(C)C)C(C2C=CC=CC=2P(C2CCCCC2)C2CCCCC2)=C(C(C)C)C=1)C.[NH:66]1[CH2:71][CH2:70][O:69][CH2:68][CH2:67]1.CC(C)([O-])C.[Na+]. Product: [F:20][C:18]1[CH:17]=[CH:16][CH:15]=[C:14]2[C:19]=1[C:10]([N:9]1[CH2:8][CH2:7][S:6](=[O:29])(=[O:28])[C:5]3[N:30]=[CH:31][C:2]([N:66]4[CH2:71][CH2:70][O:69][CH2:68][CH2:67]4)=[CH:3][C:4]1=3)=[C:11]([CH3:27])[C:12]([C:21]1[CH:26]=[CH:25][CH:24]=[CH:23][N:22]=1)=[N:13]2. The catalyst class is: 101. (4) Reactant: C[Si]([N-][Si](C)(C)C)(C)C.[Li+].S([CH2:21][N+:22]#[C-:23])(C1C=CC(C)=CC=1)(=O)=O.[CH3:24][N:25]1[CH2:30][CH2:29][CH:28]=[CH:27][C:26]1=[O:31]. Product: [CH3:24][N:25]1[CH2:30][CH2:29][C:28]2=[CH:21][NH:22][CH:23]=[C:27]2[C:26]1=[O:31]. The catalyst class is: 1. (5) Reactant: C(ON[C:10]([C@H:12]1[C@@H:17]([OH:18])[C@H:16]([OH:19])[C@@H:15]([OH:20])[CH2:14][N:13]1[S:21]([C:24]1[CH:29]=[CH:28][C:27]([O:30][CH2:31][CH2:32][O:33][CH2:34][CH3:35])=[CH:26][CH:25]=1)(=[O:23])=[O:22])=[O:11])C1C=CC=CC=1.C[OH:37]. Product: [CH2:34]([O:33][CH2:32][CH2:31][O:30][C:27]1[CH:26]=[CH:25][C:24]([S:21]([N:13]2[CH2:14][C@H:15]([OH:20])[C@@H:16]([OH:19])[C@H:17]([OH:18])[C@@H:12]2[C:10]([OH:37])=[O:11])(=[O:22])=[O:23])=[CH:29][CH:28]=1)[CH3:35]. The catalyst class is: 45.